From a dataset of Reaction yield outcomes from USPTO patents with 853,638 reactions. Predict the reaction yield, written as a fraction of the theoretical maximum amount of product (1.0 means a 100% yield; for example, 0.34 means a 34% yield). (1) The reactants are FC(F)(F)S(O[C:7]1[CH2:16][CH2:15][C:10]2([O:14][CH2:13][CH2:12][O:11]2)[CH2:9][CH:8]=1)(=O)=O.[B:19]1([B:19]2[O:23][C:22]([CH3:25])([CH3:24])[C:21]([CH3:27])([CH3:26])[O:20]2)[O:23][C:22]([CH3:25])([CH3:24])[C:21]([CH3:27])([CH3:26])[O:20]1.CC([O-])=O.[K+]. The catalyst is C1C=CC(P(C2C=CC=CC=2)[C-]2C=CC=C2)=CC=1.C1C=CC(P(C2C=CC=CC=2)[C-]2C=CC=C2)=CC=1.Cl[Pd]Cl.[Fe+2].O1CCOCC1. The product is [O:14]1[C:10]2([CH2:15][CH2:16][C:7]([B:19]3[O:23][C:22]([CH3:25])([CH3:24])[C:21]([CH3:27])([CH3:26])[O:20]3)=[CH:8][CH2:9]2)[O:11][CH2:12][CH2:13]1. The yield is 0.490. (2) The reactants are S([CH2:11][N+:12]#[C-])(C1C=CC(C)=CC=1)(=O)=O.CC(C)([O-])C.[K+].[CH3:20][Si:21]([CH3:34])([CH3:33])[CH2:22][CH2:23][O:24][CH2:25][N:26]1[CH:30]=[CH:29][N:28]=[C:27]1[CH:31]=O.CO. The catalyst is COCCOC.O. The product is [CH3:20][Si:21]([CH3:34])([CH3:33])[CH2:22][CH2:23][O:24][CH2:25][N:26]1[CH:30]=[CH:29][N:28]=[C:27]1[CH2:31][C:11]#[N:12]. The yield is 0.410.